This data is from Catalyst prediction with 721,799 reactions and 888 catalyst types from USPTO. The task is: Predict which catalyst facilitates the given reaction. (1) Reactant: [Br:1][C:2]1[CH:3]=[C:4]2[C:8](=[CH:9][C:10]=1[NH:11][C:12](=[O:14])[CH3:13])[N:7]([C:15]([C:28]1[CH:33]=[CH:32][CH:31]=[CH:30][CH:29]=1)([C:22]1[CH:27]=[CH:26][CH:25]=[CH:24][CH:23]=1)[C:16]1[CH:21]=[CH:20][CH:19]=[CH:18][CH:17]=1)[N:6]=[C:5]2I.[CH3:35][C:36]1[CH:41]=[C:40](B(O)O)[CH:39]=[CH:38][N:37]=1.[O-]P([O-])([O-])=O.[K+].[K+].[K+]. Product: [Br:1][C:2]1[CH:3]=[C:4]2[C:8](=[CH:9][C:10]=1[NH:11][C:12](=[O:14])[CH3:13])[N:7]([C:15]([C:28]1[CH:33]=[CH:32][CH:31]=[CH:30][CH:29]=1)([C:22]1[CH:27]=[CH:26][CH:25]=[CH:24][CH:23]=1)[C:16]1[CH:21]=[CH:20][CH:19]=[CH:18][CH:17]=1)[N:6]=[C:5]2[C:40]1[CH:39]=[CH:38][N:37]=[C:36]([CH3:35])[CH:41]=1. The catalyst class is: 38. (2) Reactant: [NH2:1][C:2]1[S:3][C:4]([C:14]([NH2:16])=[O:15])=[C:5]([C:7]2[CH:12]=[CH:11][CH:10]=[CH:9][C:8]=2[Cl:13])[N:6]=1.[CH3:17][O:18][CH:19]([O:30][CH3:31])[C:20]1[CH:25]=[CH:24][C:23]([N+:26]([O-:28])=[O:27])=[C:22](F)[CH:21]=1.C(=O)([O-])[O-].[Cs+].[Cs+].CN(C)C=O. Product: [Cl:13][C:8]1[CH:9]=[CH:10][CH:11]=[CH:12][C:7]=1[C:5]1[N:6]=[C:2]([NH:1][C:22]2[CH:21]=[C:20]([CH:19]([O:30][CH3:31])[O:18][CH3:17])[CH:25]=[CH:24][C:23]=2[N+:26]([O-:28])=[O:27])[S:3][C:4]=1[C:14]([NH2:16])=[O:15]. The catalyst class is: 84. (3) Reactant: Cl.[F:2][C:3]1([F:14])[CH2:8][NH:7][C@H:6]([CH2:9][CH2:10][C:11]([OH:13])=[O:12])[CH2:5][CH2:4]1.[Br:15][C:16]1[CH:21]=[C:20]([F:22])[CH:19]=[CH:18][C:17]=1[C@H:23]1[C:28]([C:29]([O:31][CH2:32][CH3:33])=[O:30])=[C:27]([CH2:34]Br)[NH:26][C:25]([C:36]2[S:37][CH:38]=[CH:39][N:40]=2)=[N:24]1.C(=O)([O-])[O-].[K+].[K+]. Product: [Br:15][C:16]1[CH:21]=[C:20]([F:22])[CH:19]=[CH:18][C:17]=1[C@@H:23]1[N:24]=[C:25]([C:36]2[S:37][CH:38]=[CH:39][N:40]=2)[NH:26][C:27]([CH2:34][N:7]2[CH2:8][C:3]([F:2])([F:14])[CH2:4][CH2:5][C@H:6]2[CH2:9][CH2:10][C:11]([OH:13])=[O:12])=[C:28]1[C:29]([O:31][CH2:32][CH3:33])=[O:30]. The catalyst class is: 8. (4) Reactant: B.[O:2]1CCCC1.[OH:7][CH:8]([C:12]1[C@H:17]([C:18]([O:20][CH:21]([C:28]2[CH:33]=[CH:32][CH:31]=[CH:30][CH:29]=2)[C:22]2[CH:27]=[CH:26][CH:25]=[CH:24][CH:23]=2)=[O:19])[N:16]2[C:34](=[O:46])[C@@H:35]([NH:36][C:37](=[O:45])[CH2:38][C:39]3[CH:44]=[CH:43][CH:42]=[CH:41][CH:40]=3)[C@H:15]2[S:14][CH:13]=1)[CH2:9][CH:10]=[CH2:11].[OH-].[Na+].OO. Product: [OH:7][CH:8]([C:12]1[C@H:17]([C:18]([O:20][CH:21]([C:28]2[CH:29]=[CH:30][CH:31]=[CH:32][CH:33]=2)[C:22]2[CH:27]=[CH:26][CH:25]=[CH:24][CH:23]=2)=[O:19])[N:16]2[C:34](=[O:46])[C@@H:35]([NH:36][C:37](=[O:45])[CH2:38][C:39]3[CH:44]=[CH:43][CH:42]=[CH:41][CH:40]=3)[C@H:15]2[S:14][CH:13]=1)[CH2:9][CH2:10][CH2:11][OH:2]. The catalyst class is: 355. (5) The catalyst class is: 6. Reactant: [CH:1]([C:4]1[CH:5]=[C:6]([OH:11])[CH:7]=[C:8]([CH3:10])[CH:9]=1)([CH3:3])[CH3:2].[Na+].Cl[CH2:14][C:15]([O-:17])=[O:16].[OH-].[K+]. Product: [CH:1]([C:4]1[CH:5]=[C:6]([CH:7]=[C:8]([CH3:10])[CH:9]=1)[O:11][CH2:14][C:15]([OH:17])=[O:16])([CH3:3])[CH3:2]. (6) Reactant: [NH:1]1[C:10]2[C:5](=[CH:6][CH:7]=[CH:8][CH:9]=2)[CH2:4][CH2:3][CH2:2]1.OS(O)(=O)=O.[N:16]([O-])=[O:17].[Na+]. Product: [N:16]([N:1]1[C:10]2[C:5](=[CH:6][CH:7]=[CH:8][CH:9]=2)[CH2:4][CH2:3][CH2:2]1)=[O:17]. The catalyst class is: 2. (7) Reactant: [Cl:1][C:2]1[CH:3]=[N:4][C:5]([N:24]2[CH2:28][CH2:27][CH:26]([CH2:29][O:30][C:31]3[CH:36]=[CH:35][CH:34]=[C:33]([F:37])[CH:32]=3)[CH2:25]2)=[C:6]([CH:23]=1)[C:7]([NH:9][C:10]1([C:13]2[CH:22]=[CH:21][C:16]([C:17]([O:19]C)=[O:18])=[CH:15][CH:14]=2)[CH2:12][CH2:11]1)=[O:8].O1CCOCC1.O.[OH-].[Li+]. Product: [Cl:1][C:2]1[CH:3]=[N:4][C:5]([N:24]2[CH2:28][CH2:27][CH:26]([CH2:29][O:30][C:31]3[CH:36]=[CH:35][CH:34]=[C:33]([F:37])[CH:32]=3)[CH2:25]2)=[C:6]([CH:23]=1)[C:7]([NH:9][C:10]1([C:13]2[CH:22]=[CH:21][C:16]([C:17]([OH:19])=[O:18])=[CH:15][CH:14]=2)[CH2:12][CH2:11]1)=[O:8]. The catalyst class is: 6. (8) Reactant: [NH:1]1[CH:5]=[C:4]([C:6]2[S:10][C:9]([C:11]([NH:13][C:14]3[N:18]([CH:19]4[CH2:24][CH2:23][CH2:22][N:21](C(OC(C)(C)C)=O)[CH2:20]4)[C:17]4[CH:32]=[CH:33][CH:34]=[CH:35][C:16]=4[N:15]=3)=[O:12])=[CH:8][CH:7]=2)[CH:3]=[N:2]1.C(O)(C(F)(F)F)=O.C([O-])(O)=O.[Na+]. Product: [NH:21]1[CH2:22][CH2:23][CH2:24][CH:19]([N:18]2[C:17]3[CH:32]=[CH:33][CH:34]=[CH:35][C:16]=3[N:15]=[C:14]2[NH:13][C:11]([C:9]2[S:10][C:6]([C:4]3[CH:5]=[N:1][NH:2][CH:3]=3)=[CH:7][CH:8]=2)=[O:12])[CH2:20]1. The catalyst class is: 2. (9) Reactant: [N:1]1[N:2]([C:10]2[N:20]=[CH:19][CH:18]=[CH:17][C:11]=2[C:12]([O:14]CC)=[O:13])[CH:3]=[C:4]2[C:9]=1[CH:8]=[CH:7][CH:6]=[CH:5]2.[OH-].[Na+]. Product: [N:1]1[N:2]([C:10]2[N:20]=[CH:19][CH:18]=[CH:17][C:11]=2[C:12]([OH:14])=[O:13])[CH:3]=[C:4]2[C:9]=1[CH:8]=[CH:7][CH:6]=[CH:5]2. The catalyst class is: 83. (10) Reactant: [NH:1]1[CH2:10][CH2:9][CH:4]([C:5]([O:7][CH3:8])=[O:6])[CH2:3][CH2:2]1.[C:11]([O:15][C:16](O[C:16]([O:15][C:11]([CH3:14])([CH3:13])[CH3:12])=[O:17])=[O:17])([CH3:14])([CH3:13])[CH3:12].C(N(CC)CC)C. Product: [N:1]1([C:16]([O:15][C:11]([CH3:14])([CH3:13])[CH3:12])=[O:17])[CH2:10][CH2:9][CH:4]([C:5]([O:7][CH3:8])=[O:6])[CH2:3][CH2:2]1. The catalyst class is: 4.